Dataset: Full USPTO retrosynthesis dataset with 1.9M reactions from patents (1976-2016). Task: Predict the reactants needed to synthesize the given product. (1) Given the product [NH2:17][C:16]1[NH:18][C:4](=[O:3])[CH:5]=[C:6]([CH:7]2[CH2:11][CH2:10][O:9][CH2:8]2)[N:15]=1, predict the reactants needed to synthesize it. The reactants are: C([O:3][C:4](=O)[CH2:5][C:6](=O)[CH:7]1[CH2:11][CH2:10][O:9][CH2:8]1)C.Cl.[NH2:15][C:16]([NH2:18])=[NH:17].CC(C)([O-])C.[K+]. (2) The reactants are: [CH3:1][NH2:2].C[O:4][C:5]([C@@H:7]1[O:11][C:10](=[O:12])[N:9]([C:13]2[CH:14]=[C:15]3[C:19](=[CH:20][CH:21]=2)[N:18]([CH:22]2[CH2:25][CH2:24][CH2:23]2)[C:17](=[O:26])[CH2:16]3)[CH2:8]1)=O. Given the product [CH3:1][NH:2][C:5]([C@@H:7]1[O:11][C:10](=[O:12])[N:9]([C:13]2[CH:14]=[C:15]3[C:19](=[CH:20][CH:21]=2)[N:18]([CH:22]2[CH2:23][CH2:24][CH2:25]2)[C:17](=[O:26])[CH2:16]3)[CH2:8]1)=[O:4], predict the reactants needed to synthesize it. (3) Given the product [CH3:1][O:2][C:3]1[CH:4]=[C:5]2[C:7]([C:14]([OH:13])=[C:15]([CH3:19])[C:16]([CH3:18])=[N:6]2)=[CH:8][C:9]=1[CH3:10], predict the reactants needed to synthesize it. The reactants are: [CH3:1][O:2][C:3]1[CH:4]=[C:5]([CH:7]=[CH:8][C:9]=1[CH3:10])[NH2:6].C([O:13][C:14](=O)[CH:15]([CH3:19])[C:16]([CH3:18])=O)C. (4) Given the product [CH3:14][N:15]([CH:18]=[N:13][S:10]([C:4]1[CH:5]=[CH:6][C:7]([CH2:8][OH:9])=[C:2]([F:1])[CH:3]=1)(=[O:11])=[O:12])[CH3:16], predict the reactants needed to synthesize it. The reactants are: [F:1][C:2]1[CH:3]=[C:4]([S:10]([NH2:13])(=[O:12])=[O:11])[CH:5]=[CH:6][C:7]=1[CH2:8][OH:9].[CH3:14][N:15]([CH3:18])[CH:16]=O.CO[CH:14](OC)[N:15]([CH3:18])[CH3:16]. (5) Given the product [NH2:31][C:21]1[CH2:20][C:19]([C:17]([O:16][CH2:14][CH3:15])=[O:18])=[CH:25][C:24]2[CH:26]=[C:27]([C:4]3[CH:5]=[CH:6][CH:7]=[CH:8][C:3]=3[C:2]([F:13])([F:12])[F:1])[CH:28]=[CH:29][C:23]=2[N:22]=1, predict the reactants needed to synthesize it. The reactants are: [F:1][C:2]([F:13])([F:12])[C:3]1[CH:8]=[CH:7][CH:6]=[CH:5][C:4]=1B(O)O.[CH2:14]([O:16][C:17]([C:19]1[CH2:20][C:21]([NH2:31])=[N:22][C:23]2[CH:29]=[CH:28][C:27](Br)=[CH:26][C:24]=2[CH:25]=1)=[O:18])[CH3:15].C1(C)C=CC=CC=1.C(=O)([O-])[O-].[Cs+].[Cs+].